This data is from Full USPTO retrosynthesis dataset with 1.9M reactions from patents (1976-2016). The task is: Predict the reactants needed to synthesize the given product. (1) Given the product [CH:8]1([CH2:11][NH:12][C:13](=[O:38])[NH:14][C:15]2[CH:37]=[CH:36][C:18]([C:19]([N:21]([CH3:22])[CH:23]3[CH2:24][CH2:25][NH:26][CH2:27][CH2:28]3)=[O:20])=[CH:17][CH:16]=2)[CH2:9][CH2:10]1, predict the reactants needed to synthesize it. The reactants are: FC(F)(F)C(O)=O.[CH:8]1([CH2:11][NH:12][C:13](=[O:38])[NH:14][C:15]2[CH:37]=[CH:36][C:18]([C:19]([N:21]([CH:23]3[CH2:28][CH2:27][N:26](C(OC(C)(C)C)=O)[CH2:25][CH2:24]3)[CH3:22])=[O:20])=[CH:17][CH:16]=2)[CH2:10][CH2:9]1. (2) Given the product [CH3:39][C:40]([CH3:44])([CH3:43])[C:41]#[C:42][CH2:37][N:5]1[CH:6]([C:8]2[CH:13]=[CH:12][C:11]([C:14]([F:17])([F:16])[F:15])=[CH:10][CH:9]=2)[CH2:7][C:2]([F:1])([F:36])[CH:3]([CH2:28][C:29]([O:31][C:32]([CH3:33])([CH3:35])[CH3:34])=[O:30])[CH:4]1[C:18]1[CH:23]=[CH:22][C:21]([C:24]([F:25])([F:26])[F:27])=[CH:20][CH:19]=1, predict the reactants needed to synthesize it. The reactants are: [F:1][C:2]1([F:36])[CH2:7][CH:6]([C:8]2[CH:13]=[CH:12][C:11]([C:14]([F:17])([F:16])[F:15])=[CH:10][CH:9]=2)[NH:5][CH:4]([C:18]2[CH:23]=[CH:22][C:21]([C:24]([F:27])([F:26])[F:25])=[CH:20][CH:19]=2)[CH:3]1[CH2:28][C:29]([O:31][C:32]([CH3:35])([CH3:34])[CH3:33])=[O:30].[CH2:37]=O.[CH3:39][C:40]([CH3:44])([CH3:43])[C:41]#[CH:42]. (3) Given the product [CH3:17][C@@H:13]1[CH2:14][CH2:15][CH2:16][N:11]([C:9]([C:3]2[CH:4]=[C:5]([CH3:8])[CH:6]=[CH:7][C:2]=2[C:34]2[CH:33]=[N:32][N:31]([CH3:30])[CH:35]=2)=[O:10])[C@@H:12]1[CH2:18][NH:19][C:20]1[CH:25]=[CH:24][C:23]([C:26]([F:29])([F:28])[F:27])=[CH:22][N:21]=1.[C:45]([OH:48])([C:26]([F:29])([F:28])[F:27])=[O:46], predict the reactants needed to synthesize it. The reactants are: Br[C:2]1[CH:7]=[CH:6][C:5]([CH3:8])=[CH:4][C:3]=1[C:9]([N:11]1[CH2:16][CH2:15][CH2:14][C@@H:13]([CH3:17])[C@H:12]1[CH2:18][NH:19][C:20]1[CH:25]=[CH:24][C:23]([C:26]([F:29])([F:28])[F:27])=[CH:22][N:21]=1)=[O:10].[CH3:30][N:31]1[CH:35]=[C:34](B2OC(C)(C)C(C)(C)O2)[CH:33]=[N:32]1.[C:45]([O-:48])([O-])=[O:46].[K+].[K+]. (4) Given the product [CH3:3][CH:2]([N:4]([CH2:5][C@H:6]1[CH2:11][N:10]([C:12]([O:14][C:15]([CH3:16])([CH3:17])[CH3:18])=[O:13])[CH2:9][CH2:8][N:7]1[C:19]([O:21][C:22]([CH3:23])([CH3:25])[CH3:24])=[O:20])[S:36]([CH3:35])(=[O:38])=[O:37])[CH3:1], predict the reactants needed to synthesize it. The reactants are: [CH3:1][CH:2]([NH:4][CH2:5][C@H:6]1[CH2:11][N:10]([C:12]([O:14][C:15]([CH3:18])([CH3:17])[CH3:16])=[O:13])[CH2:9][CH2:8][N:7]1[C:19]([O:21][C:22]([CH3:25])([CH3:24])[CH3:23])=[O:20])[CH3:3].CCN(C(C)C)C(C)C.[CH3:35][S:36](Cl)(=[O:38])=[O:37].